This data is from Catalyst prediction with 721,799 reactions and 888 catalyst types from USPTO. The task is: Predict which catalyst facilitates the given reaction. (1) Reactant: C([O:3][C:4](=[O:20])[CH2:5][N:6]1[CH2:11][CH2:10][N:9]([C:12](=[O:19])[C:13]2[CH:18]=[CH:17][CH:16]=[CH:15][CH:14]=2)[CH2:8][CH2:7]1)C.[OH-].[Li+].Cl. Product: [C:12]([N:9]1[CH2:8][CH2:7][N:6]([CH2:5][C:4]([OH:20])=[O:3])[CH2:11][CH2:10]1)(=[O:19])[C:13]1[CH:18]=[CH:17][CH:16]=[CH:15][CH:14]=1. The catalyst class is: 24. (2) Reactant: [CH3:1][C:2]1[S:6][C:5]([C:7]2[CH:12]=[CH:11][CH:10]=[CH:9][CH:8]=2)=[N:4][C:3]=1[CH2:13][CH2:14][CH2:15][OH:16].[F:17][C:18]1[C:26](O)=[CH:25][CH:24]=[C:23]([F:28])[C:19]=1[C:20]([NH2:22])=[O:21].C1C=CC(P(C2C=CC=CC=2)C2C=CC=CC=2)=CC=1.N(C(OC(C)C)=O)=NC(OC(C)C)=O. Product: [F:17][C:18]1[C:26]([O:16][CH2:15][CH2:14][CH2:13][C:3]2[N:4]=[C:5]([C:7]3[CH:12]=[CH:11][CH:10]=[CH:9][CH:8]=3)[S:6][C:2]=2[CH3:1])=[CH:25][CH:24]=[C:23]([F:28])[C:19]=1[C:20]([NH2:22])=[O:21]. The catalyst class is: 3. (3) Reactant: [Mg].II.[Cl:4][C:5]1[CH:12]=[CH:11][CH:10]=[CH:9][C:6]=1[CH2:7]Cl.[Cl:13][C:14]1[CH:21]=[CH:20][C:17]([C:18]#N)=[CH:16][CH:15]=1.Cl.[O:23]1CCCC1.C(OCC)C. Product: [Cl:4][C:5]1[CH:12]=[CH:11][CH:10]=[CH:9][C:6]=1[CH2:7][C:18]([C:17]1[CH:20]=[CH:21][C:14]([Cl:13])=[CH:15][CH:16]=1)=[O:23]. The catalyst class is: 27. (4) Reactant: [CH:1]([C:4]1[CH:5]=[CH:6][C:7]([O:22][CH3:23])=[C:8]([C:10]2[C:11]([C:20]#N)=[CH:12][C:13]([C:16]([F:19])([F:18])[F:17])=[CH:14][CH:15]=2)[CH:9]=1)([CH3:3])[CH3:2].CC(C[AlH]CC(C)C)C.Cl.C([O:36]CC)C. Product: [CH:1]([C:4]1[CH:5]=[CH:6][C:7]([O:22][CH3:23])=[C:8]([C:10]2[C:11]([CH:20]=[O:36])=[CH:12][C:13]([C:16]([F:19])([F:18])[F:17])=[CH:14][CH:15]=2)[CH:9]=1)([CH3:3])[CH3:2]. The catalyst class is: 2.